Dataset: Full USPTO retrosynthesis dataset with 1.9M reactions from patents (1976-2016). Task: Predict the reactants needed to synthesize the given product. (1) Given the product [C:2](=[O:3])([O:4][CH:5]([Cl:7])[CH3:6])[O:17][CH2:16][CH2:15][CH2:14][C@@H:13]([O:18][N+:19]([O-:21])=[O:20])[C@H:11]([O:10][N+:8]([O-:22])=[O:9])[CH3:12], predict the reactants needed to synthesize it. The reactants are: Cl[C:2]([O:4][CH:5]([Cl:7])[CH3:6])=[O:3].[N+:8]([O-:22])([O:10][C@@H:11]([C@H:13]([O:18][N+:19]([O-:21])=[O:20])[CH2:14][CH2:15][CH2:16][OH:17])[CH3:12])=[O:9].N1C=CC=CC=1. (2) Given the product [CH3:24][N:25]([CH3:26])[C:10]1[C:9]([C:13]([O:15][CH2:16][CH3:17])=[O:14])=[CH:8][N:7]=[C:6]([S:4][CH2:1][CH2:2][CH3:3])[N:11]=1, predict the reactants needed to synthesize it. The reactants are: [CH2:1]([SH:4])[CH2:2][CH3:3].Cl[C:6]1[N:11]=[C:10](Cl)[C:9]([C:13]([O:15][CH2:16][CH3:17])=[O:14])=[CH:8][N:7]=1.C(=O)([O-])[O-].[Na+].[Na+].[CH3:24][NH:25][CH3:26].